From a dataset of Catalyst prediction with 721,799 reactions and 888 catalyst types from USPTO. Predict which catalyst facilitates the given reaction. (1) The catalyst class is: 7. Product: [C:1]([O:5][C:6](=[O:19])[C:7]([S:10][C:11]1[S:12][CH:13]=[C:14]([CH2:16][CH2:17][O:18][C:24]2[CH:25]=[CH:26][C:21]([I:20])=[CH:22][C:23]=2[CH3:28])[N:15]=1)([CH3:9])[CH3:8])([CH3:2])([CH3:4])[CH3:3]. Reactant: [C:1]([O:5][C:6](=[O:19])[C:7]([S:10][C:11]1[S:12][CH:13]=[C:14]([CH2:16][CH2:17][OH:18])[N:15]=1)([CH3:9])[CH3:8])([CH3:4])([CH3:3])[CH3:2].[I:20][C:21]1[CH:26]=[CH:25][C:24](O)=[C:23]([CH3:28])[CH:22]=1.C1(P(C2C=CC=CC=2)C2C=CC=CC=2)C=CC=CC=1.[N+](C(OCC)=O)(C(OCC)=O)=[N-]. (2) Reactant: [CH3:1][C:2]1[NH:9][C:5]2[N:6]=[CH:7][S:8][C:4]=2[CH:3]=1.[Br:10]N1C(=O)CCC1=O. Product: [Br:10][C:3]1[C:4]2[S:8][CH:7]=[N:6][C:5]=2[NH:9][C:2]=1[CH3:1]. The catalyst class is: 15. (3) Reactant: [O].N1C2C(=CC=CC=2)C=C1.C[O:12][C:13](=[O:26])[CH2:14][CH2:15][N:16]1[C:24]2[C:19](=[C:20]([OH:25])[CH:21]=[CH:22][CH:23]=2)[CH:18]=[CH:17]1.C1(P(C2C=CC=CC=2)C2C=CC=CC=2)C=CC=CC=1.[F:46][C:47]([F:58])([F:57])[C:48]1[CH:53]=[CH:52][CH:51]=[CH:50][C:49]=1[CH2:54][CH2:55]O.N(C(OCC)=O)=NC(OCC)=O. Product: [F:46][C:47]([F:57])([F:58])[C:48]1[CH:53]=[CH:52][CH:51]=[CH:50][C:49]=1[CH2:54][CH2:55][O:25][C:20]1[CH:21]=[CH:22][CH:23]=[C:24]2[C:19]=1[CH:18]=[CH:17][N:16]2[CH2:15][CH2:14][C:13]([OH:12])=[O:26]. The catalyst class is: 7. (4) Reactant: [C:1]([O:5][C:6]([NH:8][CH:9]([C:22]([N:24]([CH3:26])[CH3:25])=[O:23])[CH2:10][NH:11]C(=O)OCC1C=CC=CC=1)=[O:7])([CH3:4])([CH3:3])[CH3:2]. Product: [NH2:11][CH2:10][C@@H:9]([C:22]([N:24]([CH3:26])[CH3:25])=[O:23])[NH:8][C:6]([O:5][C:1]([CH3:2])([CH3:3])[CH3:4])=[O:7]. The catalyst class is: 19. (5) Product: [Cl:8][C:6]1[N:5]=[C:4]2[N:9]([CH:12]3[CH2:14][CH2:13]3)[N:10]=[CH:11][C:3]2=[C:2]([N:29]2[C@@H:22]3[CH2:28][CH2:27][C@H:26]2[CH2:25][O:24][CH2:23]3)[N:7]=1. The catalyst class is: 5. Reactant: Cl[C:2]1[N:7]=[C:6]([Cl:8])[N:5]=[C:4]2[N:9]([CH:12]3[CH2:14][CH2:13]3)[N:10]=[CH:11][C:3]=12.C(N(CC)CC)C.[C@H:22]12[NH:29][C@H:26]([CH2:27][CH2:28]1)[CH2:25][O:24][CH2:23]2. (6) Reactant: [BH4-].[Li+].C([O:5][C:6]([C:8]1([C:23](O)=[O:24])[CH2:12][CH2:11][N:10]([C:13](=[O:22])[C:14]2[CH:19]=[CH:18][C:17]([O:20][CH3:21])=[CH:16][CH:15]=2)[CH2:9]1)=[O:7])C. Product: [OH:24][CH2:23][C:8]1([C:6]([OH:7])=[O:5])[CH2:12][CH2:11][N:10]([C:13](=[O:22])[C:14]2[CH:19]=[CH:18][C:17]([O:20][CH3:21])=[CH:16][CH:15]=2)[CH2:9]1. The catalyst class is: 32. (7) Reactant: C[O:2][C:3](=[O:36])[C:4]1[CH:9]=[C:8]([O:10][CH3:11])[CH:7]=[CH:6][C:5]=1[NH:12][C:13]1[N:17]([C:18]2[CH:23]=[CH:22][CH:21]=[CH:20][C:19]=2[CH3:24])[N:16]=[C:15]([CH3:25])[C:14]=1[C:26]1[CH:27]=[C:28]2[C:33](=[CH:34][CH:35]=1)[N:32]=[CH:31][CH:30]=[CH:29]2.[OH-].[Na+].Cl. Product: [N:32]1[C:33]2[C:28](=[CH:27][C:26]([C:14]3[C:15]([CH3:25])=[N:16][N:17]([C:18]4[CH:23]=[CH:22][CH:21]=[CH:20][C:19]=4[CH3:24])[C:13]=3[NH:12][C:5]3[CH:6]=[CH:7][C:8]([O:10][CH3:11])=[CH:9][C:4]=3[C:3]([OH:36])=[O:2])=[CH:35][CH:34]=2)[CH:29]=[CH:30][CH:31]=1. The catalyst class is: 38.